This data is from Forward reaction prediction with 1.9M reactions from USPTO patents (1976-2016). The task is: Predict the product of the given reaction. (1) Given the reactants [CH:1]1([C:4]2[N:5]=[C:6]3[CH:11]=[CH:10][C:9]([N:12]4[CH:17]=[CH:16][C:15]([C:18](OC)=[O:19])=[CH:14][C:13]4=[O:22])=[CH:8][N:7]3[C:23]=2[CH3:24])[CH2:3][CH2:2]1.[H-].C([Al+]CC(C)C)C(C)C, predict the reaction product. The product is: [CH:1]1([C:4]2[N:5]=[C:6]3[CH:11]=[CH:10][C:9]([N:12]4[CH:17]=[CH:16][C:15]([CH2:18][OH:19])=[CH:14][C:13]4=[O:22])=[CH:8][N:7]3[C:23]=2[CH3:24])[CH2:2][CH2:3]1. (2) Given the reactants [F:1][C:2]([C:5]1[O:9][C:8]([CH2:10][N:11]2[CH:15]=[C:14]([NH2:16])[CH:13]=[N:12]2)=[CH:7][CH:6]=1)([F:4])[CH3:3].[Cl:17][C:18]1[CH:19]=[C:20]([C:24]2[S:28][CH:27]=[N:26][C:25]=2[C:29](O)=[O:30])[CH:21]=[CH:22][CH:23]=1, predict the reaction product. The product is: [F:4][C:2]([C:5]1[O:9][C:8]([CH2:10][N:11]2[CH:15]=[C:14]([NH:16][C:29]([C:25]3[N:26]=[CH:27][S:28][C:24]=3[C:20]3[CH:21]=[CH:22][CH:23]=[C:18]([Cl:17])[CH:19]=3)=[O:30])[CH:13]=[N:12]2)=[CH:7][CH:6]=1)([F:1])[CH3:3]. (3) Given the reactants Cl[C:2]1[N:11]=[C:10](Cl)[C:9]2[C:4](=[CH:5][CH:6]=[C:7]([C:13]3[CH:18]=[CH:17][C:16]([F:19])=[CH:15][CH:14]=3)[CH:8]=2)[N:3]=1.[CH2:20]([NH2:24])[CH2:21][CH2:22][CH3:23], predict the reaction product. The product is: [CH2:20]([NH:24][C:10]1[C:9]2[C:4](=[CH:5][CH:6]=[C:7]([C:13]3[CH:18]=[CH:17][C:16]([F:19])=[CH:15][CH:14]=3)[CH:8]=2)[N:3]=[C:2]([NH:3][CH2:4][CH2:5][CH2:6][CH3:7])[N:11]=1)[CH2:21][CH2:22][CH3:23]. (4) The product is: [F:1][C:2]([F:15])([F:14])[S:3]([O:6][C@H:23]1[CH2:28][CH2:27][O:26][C:24]1=[O:25])(=[O:5])=[O:4]. Given the reactants [F:1][C:2]([F:15])([F:14])[S:3]([O:6]S(C(F)(F)F)(=O)=O)(=[O:5])=[O:4].N1C=CC=CC=1.O[C@H:23]1[CH2:28][CH2:27][O:26][C:24]1=[O:25], predict the reaction product. (5) Given the reactants [CH3:1][O:2][C:3]1[CH:4]=[CH:5][C:6]2[C:10]([CH:11]=1)=[N:9][N:8]([CH3:12])[C:7]=2[C:13]1[NH:21][C:20]2[C:15](=[N:16][CH:17]=[CH:18][C:19]=2[C:22]([O:24]C)=[O:23])[CH:14]=1.O[Li].O.O.Cl, predict the reaction product. The product is: [CH3:1][O:2][C:3]1[CH:4]=[CH:5][C:6]2[C:10]([CH:11]=1)=[N:9][N:8]([CH3:12])[C:7]=2[C:13]1[NH:21][C:20]2[C:15](=[N:16][CH:17]=[CH:18][C:19]=2[C:22]([OH:24])=[O:23])[CH:14]=1. (6) Given the reactants [CH2:1]([O:8][C@@H:9]([C@H:19]([C@@H:28]([CH2:30][O:31][CH2:32][C:33]1[CH:38]=[CH:37][CH:36]=[CH:35][CH:34]=1)[OH:29])[O:20][CH2:21][C:22]1[CH:27]=[CH:26][CH:25]=[CH:24][CH:23]=1)[CH2:10][O:11][Si](C(C)(C)C)(C)C)[C:2]1[CH:7]=[CH:6][CH:5]=[CH:4][CH:3]=1.[N+](C1C=CC(C(O)=O)=CC=1)([O-])=O.C1(P(C2C=CC=CC=2)C2C=CC=CC=2)C=CC=CC=1.CC(OC(/N=N/C(OC(C)C)=O)=O)C.[F-].C([N+](CCCC)(CCCC)CCCC)CCC, predict the reaction product. The product is: [CH2:1]([O:8][C@H:9]([C@@H:19]([C@@H:28]([CH2:30][O:31][CH2:32][C:33]1[CH:34]=[CH:35][CH:36]=[CH:37][CH:38]=1)[OH:29])[O:20][CH2:21][C:22]1[CH:23]=[CH:24][CH:25]=[CH:26][CH:27]=1)[CH2:10][OH:11])[C:2]1[CH:7]=[CH:6][CH:5]=[CH:4][CH:3]=1. (7) Given the reactants [C:1]1([C:7]([C:9]2[CH:14]=[CH:13][C:12]([C:15]([F:18])([F:17])[F:16])=[CH:11][CH:10]=2)=O)[CH:6]=[CH:5][CH:4]=[CH:3][CH:2]=1.[CH3:19][O:20][NH2:21].CCOC(C)=O, predict the reaction product. The product is: [CH3:19][O:20][N:21]=[C:7]([C:1]1[CH:6]=[CH:5][CH:4]=[CH:3][CH:2]=1)[C:9]1[CH:14]=[CH:13][C:12]([C:15]([F:18])([F:17])[F:16])=[CH:11][CH:10]=1. (8) Given the reactants [Cl:1][C:2]1[CH:3]=[C:4]([CH:8]=[C:9]([CH3:28])[C:10]=1[O:11][C:12]1[N:16]([CH3:17])[C:15]2[C:18]([CH:23]([CH2:26][CH3:27])[CH2:24][CH3:25])=[CH:19][CH:20]=[C:21]([Cl:22])[C:14]=2[N:13]=1)[C:5](O)=[O:6].[NH4+].O[N:31]1C2C=CC=CC=2N=N1.Cl.C(N=C=NCCCN(C)C)C, predict the reaction product. The product is: [Cl:1][C:2]1[CH:3]=[C:4]([CH:8]=[C:9]([CH3:28])[C:10]=1[O:11][C:12]1[N:16]([CH3:17])[C:15]2[C:18]([CH:23]([CH2:24][CH3:25])[CH2:26][CH3:27])=[CH:19][CH:20]=[C:21]([Cl:22])[C:14]=2[N:13]=1)[C:5]([NH2:31])=[O:6].